From a dataset of Forward reaction prediction with 1.9M reactions from USPTO patents (1976-2016). Predict the product of the given reaction. (1) Given the reactants [C:1]([C:3]1[CH:8]=[CH:7][CH:6]=[CH:5][C:4]=1[S:9]([N:12]([CH2:32][CH3:33])[CH2:13][CH2:14][CH2:15][NH:16][C:17](=[O:31])[C@H:18]([CH2:27][CH:28]([CH3:30])[CH3:29])[NH:19][C:20](OC(C)(C)C)=[O:21])(=[O:11])=[O:10])#[N:2].Cl.O1CCOCC1.[S:41]1[C:45]2[CH:46]=[CH:47][CH:48]=[CH:49][C:44]=2[CH:43]=[C:42]1C(O)=O.C1C=CC2N(O)N=NC=2C=1.CCN=C=NCCCN(C)C.Cl.C(N(CC)CC)C, predict the reaction product. The product is: [C:1]([C:3]1[CH:8]=[CH:7][CH:6]=[CH:5][C:4]=1[S:9]([N:12]([CH2:32][CH3:33])[CH2:13][CH2:14][CH2:15][NH:16][C:17]([C@@H:18]([NH:19][C:20]([C:42]1[S:41][C:45]2[CH:46]=[CH:47][CH:48]=[CH:49][C:44]=2[CH:43]=1)=[O:21])[CH2:27][CH:28]([CH3:29])[CH3:30])=[O:31])(=[O:10])=[O:11])#[N:2]. (2) Given the reactants [CH:1]1([C:4]2[N:8]=[C:7]([C:9]3[C:10]4[CH2:28][CH2:27][C:26]([F:30])([F:29])[CH2:25][C:11]=4[S:12][C:13]=3[NH:14][C:15]([C:17]3[CH2:21][CH2:20][CH2:19][C:18]=3[C:22]([OH:24])=[O:23])=[O:16])[O:6][N:5]=2)[CH2:3][CH2:2]1.[C@@H:31]12C(=O)OC(=O)[C@H]1CCCC2, predict the reaction product. The product is: [CH:1]1([C:4]2[N:8]=[C:7]([C:9]3[C:10]4[CH2:28][CH2:27][C:26]([F:29])([F:30])[CH2:25][C:11]=4[S:12][C:13]=3[NH:14][C:15]([CH:17]3[CH2:21][CH2:20][CH2:31][CH2:19][CH:18]3[C:22]([OH:24])=[O:23])=[O:16])[O:6][N:5]=2)[CH2:3][CH2:2]1. (3) The product is: [Cl:3][C:4]1[C:9]([N:10]([CH3:32])[S:11]([CH2:14][CH3:15])(=[O:12])=[O:13])=[CH:8][C:7]([C:16]2[CH:17]=[C:18]3[C:23](=[CH:24][CH:25]=2)[N:22]=[CH:21][N:20]=[C:19]3[N:26]2[CH2:31][CH2:30][O:29][CH2:28][CH2:27]2)=[CH:6][N:5]=1. Given the reactants [H-].[Na+].[Cl:3][C:4]1[C:9]([NH:10][S:11]([CH2:14][CH3:15])(=[O:13])=[O:12])=[CH:8][C:7]([C:16]2[CH:17]=[C:18]3[C:23](=[CH:24][CH:25]=2)[N:22]=[CH:21][N:20]=[C:19]3[N:26]2[CH2:31][CH2:30][O:29][CH2:28][CH2:27]2)=[CH:6][N:5]=1.[CH3:32]I, predict the reaction product. (4) Given the reactants Br[C:2]1[CH:7]=[CH:6][C:5](/[CH:8]=[CH:9]/[C@H:10]2[O:19][C@H:13]3[O:14][C:15]([CH3:18])([CH3:17])[O:16][C@H:12]3[C@H:11]2[CH2:20][CH2:21][N:22]2[C:27](=[O:28])[C:26]3[CH:29]=[CH:30][CH:31]=[CH:32][C:25]=3[N:24]=[N:23]2)=[CH:4][CH:3]=1.O1CCCC1, predict the reaction product. The product is: [CH3:17][C:15]1([CH3:18])[O:14][C@@H:13]2[O:19][C@H:10]([CH2:9][CH2:8][C:5]3[CH:4]=[CH:3][CH:2]=[CH:7][CH:6]=3)[C@H:11]([CH2:20][CH2:21][N:22]3[C:27](=[O:28])[C:26]4[CH:29]=[CH:30][CH:31]=[CH:32][C:25]=4[N:24]=[N:23]3)[C@@H:12]2[O:16]1. (5) Given the reactants [Br:1][C:2]1[CH:18]=[CH:17][CH:16]=[CH:15][C:3]=1[CH2:4][S:5]([N:8]1[CH2:13][CH2:12][CH:11]([NH2:14])[CH2:10][CH2:9]1)(=[O:7])=[O:6].Cl.CC[N:22]([CH2:25]C)CC.N.C1C[O:31]CC1, predict the reaction product. The product is: [Br:1][C:2]1[CH:18]=[CH:17][CH:16]=[CH:15][C:3]=1[CH2:4][S:5]([N:8]1[CH2:13][CH2:12][CH:11]([NH:14][C:25]([NH2:22])=[O:31])[CH2:10][CH2:9]1)(=[O:6])=[O:7]. (6) Given the reactants Cl[C:2]1C=C(N2CCN(C)CC2)C=C[C:3]=1N.[Cl:16][C:17]1[CH:22]=[C:21]([N:23]2[CH2:28][CH2:27][N:26]([CH3:29])[CH2:25][CH2:24]2)[CH:20]=[CH:19][C:18]=1[NH:30][C:31]1[N:32]=[CH:33][C:34]2[CH:40]=[CH:39][C:38](=[O:41])[N:37]([C:42]3[CH:43]=[C:44]([NH:48][C:49](=O)[O:50]C(C)(C)C)[CH:45]=[CH:46][CH:47]=3)[C:35]=2[N:36]=1, predict the reaction product. The product is: [Cl:16][C:17]1[CH:22]=[C:21]([N:23]2[CH2:28][CH2:27][N:26]([CH3:29])[CH2:25][CH2:24]2)[CH:20]=[CH:19][C:18]=1[NH:30][C:31]1[N:32]=[CH:33][C:34]2[CH:40]=[CH:39][C:38](=[O:41])[N:37]([C:42]3[CH:43]=[C:44]([NH:48][C:49](=[O:50])[CH:2]=[CH2:3])[CH:45]=[CH:46][CH:47]=3)[C:35]=2[N:36]=1. (7) Given the reactants [CH:1]1([CH2:7][CH:8]([C:13]([N:15]2[CH:19]([CH:20]([CH3:22])[CH3:21])[CH2:18][O:17][C:16]2=[O:23])=[O:14])[CH2:9][C:10]([OH:12])=O)[CH2:6][CH2:5][CH2:4][CH2:3][CH2:2]1.CN(C(ON1N=NC2C=CC=CC1=2)=[N+](C)C)C.F[P-](F)(F)(F)(F)F.[NH:48]1[CH2:53][CH2:52][O:51][CH2:50][CH2:49]1.CN1CCOCC1, predict the reaction product. The product is: [CH:1]1([CH2:7][CH:8]([CH2:9][C:10]([N:48]2[CH2:53][CH2:52][O:51][CH2:50][CH2:49]2)=[O:12])[C:13]([N:15]2[CH:19]([CH:20]([CH3:22])[CH3:21])[CH2:18][O:17][C:16]2=[O:23])=[O:14])[CH2:2][CH2:3][CH2:4][CH2:5][CH2:6]1. (8) Given the reactants [F:1][C:2]([F:9])([F:8])/[CH:3]=[CH:4]/[C:5](O)=[O:6].C(Cl)(=O)C(Cl)=O.[NH2:16][CH2:17][CH2:18][NH:19][C:20]1[N:24]=[C:23]([N:25]([CH3:27])[CH3:26])[N:22]([CH3:28])[N:21]=1.ClCCl, predict the reaction product. The product is: [CH3:26][N:25]([CH3:27])[C:23]1[N:22]([CH3:28])[N:21]=[C:20]([NH:19][CH2:18][CH2:17][NH:16][C:5](=[O:6])/[CH:4]=[CH:3]/[C:2]([F:9])([F:8])[F:1])[N:24]=1.